From a dataset of Catalyst prediction with 721,799 reactions and 888 catalyst types from USPTO. Predict which catalyst facilitates the given reaction. (1) Reactant: [OH:1][CH:2]1[CH2:5][N:4]([C:6]([O:8][C:9]([CH3:12])([CH3:11])[CH3:10])=[O:7])[CH2:3]1.[CH3:13][S:14](Cl)(=[O:16])=[O:15]. Product: [CH3:13][S:14]([O:1][CH:2]1[CH2:3][N:4]([C:6]([O:8][C:9]([CH3:12])([CH3:11])[CH3:10])=[O:7])[CH2:5]1)(=[O:16])=[O:15]. The catalyst class is: 34. (2) Product: [CH:41]1([NH:46][C:20](=[O:21])[C@H:19]([NH:18][CH2:17][C:16]2[CH:15]=[CH:14][N:13]=[C:12]3[N:8]([C:6]([O:5][C:1]([CH3:2])([CH3:4])[CH3:3])=[O:7])[CH:9]=[C:10]([C:28]([O:30][CH3:31])=[O:29])[C:11]=23)[CH2:23][C:24]([F:25])([F:27])[F:26])[CH2:42][CH2:43][CH2:44][CH2:45]1. Reactant: [C:1]([O:5][C:6]([N:8]1[C:12]2=[N:13][CH:14]=[CH:15][C:16]([CH2:17][NH:18][C@H:19]([CH2:23][C:24]([F:27])([F:26])[F:25])[C:20](O)=[O:21])=[C:11]2[C:10]([C:28]([O:30][CH3:31])=[O:29])=[CH:9]1)=[O:7])([CH3:4])([CH3:3])[CH3:2].CN(C(ON1N=N[C:42]2[CH:43]=[CH:44][CH:45]=[N:46][C:41]1=2)=[N+](C)C)C.F[P-](F)(F)(F)(F)F.C1(N)CCCC1.CN1CCOCC1. The catalyst class is: 1. (3) Reactant: [I:1][C:2]1[CH:3]=[C:4]2[C:8](=[CH:9][CH:10]=1)[NH:7][C:6](=[O:11])[C:5]2=O.[NH:13]([C:15]([C:17]1[CH:22]=[CH:21][C:20]([NH:23][C:24](=[O:30])[CH2:25][CH2:26][CH2:27][CH2:28][CH3:29])=[CH:19][CH:18]=1)=[O:16])[NH2:14]. Product: [I:1][C:2]1[CH:3]=[C:4]2[C:8](=[CH:9][CH:10]=1)[NH:7][C:6](=[O:11])[C:5]2=[N:14][NH:13][C:15]([C:17]1[CH:22]=[CH:21][C:20]([NH:23][C:24](=[O:30])[CH2:25][CH2:26][CH2:27][CH2:28][CH3:29])=[CH:19][CH:18]=1)=[O:16]. The catalyst class is: 15.